This data is from Full USPTO retrosynthesis dataset with 1.9M reactions from patents (1976-2016). The task is: Predict the reactants needed to synthesize the given product. (1) Given the product [C:27]([O:31][C:32](=[O:35])[CH2:33][NH:34][C:23]([C:10]1[C:9]([O:8][CH2:1][C:2]2[CH:7]=[CH:6][CH:5]=[CH:4][CH:3]=2)=[CH:14][C:13]([O:15][CH2:16][C:17]2[CH:22]=[CH:21][CH:20]=[CH:19][CH:18]=2)=[CH:12][N:11]=1)=[O:24])([CH3:30])([CH3:29])[CH3:28], predict the reactants needed to synthesize it. The reactants are: [CH2:1]([O:8][C:9]1[C:10]([C:23](O)=[O:24])=[N:11][CH:12]=[C:13]([O:15][CH2:16][C:17]2[CH:22]=[CH:21][CH:20]=[CH:19][CH:18]=2)[CH:14]=1)[C:2]1[CH:7]=[CH:6][CH:5]=[CH:4][CH:3]=1.Cl.[C:27]([O:31][C:32](=[O:35])[CH2:33][NH2:34])([CH3:30])([CH3:29])[CH3:28].C(N(C(C)C)CC)(C)C. (2) Given the product [C:41]([O:40][C:39](=[O:45])[NH:38][CH2:37][CH2:36][CH2:35][O:34][NH:33][C:18]([C@@H:13]1[CH2:12][CH2:11][C@@H:10]2[CH2:17][N:14]1[C:15](=[O:16])[N:9]2[O:8][CH2:1][C:2]1[CH:3]=[CH:4][CH:5]=[CH:6][CH:7]=1)=[O:20])([CH3:44])([CH3:42])[CH3:43], predict the reactants needed to synthesize it. The reactants are: [CH2:1]([O:8][N:9]1[C:15](=[O:16])[N:14]2[CH2:17][C@H:10]1[CH2:11][CH2:12][C@H:13]2[C:18]([O:20]N1C(=O)[C@H]2[C@H]([C@@H]3C[C@H]2C=C3)C1=O)=O)[C:2]1[CH:7]=[CH:6][CH:5]=[CH:4][CH:3]=1.[NH2:33][O:34][CH2:35][CH2:36][CH2:37][NH:38][C:39](=[O:45])[O:40][C:41]([CH3:44])([CH3:43])[CH3:42].